Dataset: Catalyst prediction with 721,799 reactions and 888 catalyst types from USPTO. Task: Predict which catalyst facilitates the given reaction. (1) Reactant: C(O[BH-](OC(=O)C)OC(=O)C)(=O)C.[Na+].[C:15]1([C:21]2[CH:25]=[C:24]([CH:26]=O)[O:23][N:22]=2)[CH:20]=[CH:19][CH:18]=[CH:17][CH:16]=1.[NH:28]1[CH2:33][CH2:32][CH:31]([CH2:34][OH:35])[CH2:30][CH2:29]1. Product: [C:15]1([C:21]2[CH:25]=[C:24]([CH2:26][N:28]3[CH2:33][CH2:32][CH:31]([CH2:34][OH:35])[CH2:30][CH2:29]3)[O:23][N:22]=2)[CH:16]=[CH:17][CH:18]=[CH:19][CH:20]=1. The catalyst class is: 4. (2) Reactant: [Cl:1][C:2]1[N:7]=[CH:6][C:5](CC#N)=[CH:4][CH:3]=1.Br[CH2:12][CH2:13]Cl.[OH-:15].[Na+].[CH2:17]([OH:20])[CH2:18]O. Product: [Cl:1][C:2]1[N:7]=[CH:6][C:5]([C:18]2([C:17]([OH:20])=[O:15])[CH2:13][CH2:12]2)=[CH:4][CH:3]=1. The catalyst class is: 572. (3) Reactant: [CH2:1]([O:8][C:9]([N:11]1[CH2:16][CH2:15][CH:14]([CH:17]([C:19]2[N:23]3[N:24]=[CH:25][CH:26]=[CH:27][C:22]3=[C:21]([C:28]([O:30]CC)=[O:29])[C:20]=2[CH3:33])[CH3:18])[CH2:13][CH2:12]1)=[O:10])[C:2]1[CH:7]=[CH:6][CH:5]=[CH:4][CH:3]=1.O.O.[OH-].[Li+]. Product: [CH2:1]([O:8][C:9]([N:11]1[CH2:12][CH2:13][CH:14]([CH:17]([C:19]2[N:23]3[N:24]=[CH:25][CH:26]=[CH:27][C:22]3=[C:21]([C:28]([OH:30])=[O:29])[C:20]=2[CH3:33])[CH3:18])[CH2:15][CH2:16]1)=[O:10])[C:2]1[CH:7]=[CH:6][CH:5]=[CH:4][CH:3]=1. The catalyst class is: 92. (4) Reactant: Cl[C:2]1[N:7]=[CH:6][C:5]([CH2:8][C:9]2[CH:10]=[C:11]3[C:16](=[C:17]4[CH:22]=[CH:21][N:20]=[CH:19][C:18]=24)[N:15]=[CH:14][N:13]([C@H:23]2[CH2:28][CH2:27][CH2:26][CH2:25][C@@H:24]2[OH:29])[C:12]3=[O:30])=[CH:4][CH:3]=1.CN[C@@H]1CCCC[C@H]1NC.[CH3:41][OH:42]. Product: [OH:29][C@H:24]1[CH2:25][CH2:26][CH2:27][CH2:28][C@@H:23]1[N:13]1[C:12](=[O:30])[C:11]2[C:16](=[C:17]3[CH:22]=[CH:21][N:20]=[CH:19][C:18]3=[C:9]([CH2:8][C:5]3[CH:6]=[N:7][C:2]([O:42][CH3:41])=[CH:3][CH:4]=3)[CH:10]=2)[N:15]=[CH:14]1. The catalyst class is: 205. (5) Reactant: [Cl:1][C:2]1[N:3]=[N:4][C:5](Cl)=[CH:6][CH:7]=1.CCN(C(C)C)C(C)C.[CH3:18][O:19][C:20]1[CH:27]=[C:26]([O:28][CH3:29])[CH:25]=[CH:24][C:21]=1[CH2:22][NH2:23]. Product: [Cl:1][C:2]1[N:3]=[N:4][C:5]([NH:23][CH2:22][C:21]2[CH:24]=[CH:25][C:26]([O:28][CH3:29])=[CH:27][C:20]=2[O:19][CH3:18])=[CH:6][CH:7]=1. The catalyst class is: 51. (6) Reactant: Br[CH2:2][CH2:3][CH2:4][O:5][C:6]1[CH:7]=[C:8]2[C:12](=[CH:13][CH:14]=1)[N:11]([C:15]([O:17][C:18]([CH3:21])([CH3:20])[CH3:19])=[O:16])[CH:10]=[CH:9]2.[NH:22]1[CH2:27][CH2:26][O:25][CH2:24][CH2:23]1.N1C=CC=CC=1. Product: [N:22]1([CH2:2][CH2:3][CH2:4][O:5][C:6]2[CH:7]=[C:8]3[C:12](=[CH:13][CH:14]=2)[N:11]([C:15]([O:17][C:18]([CH3:21])([CH3:20])[CH3:19])=[O:16])[CH:10]=[CH:9]3)[CH2:27][CH2:26][O:25][CH2:24][CH2:23]1. The catalyst class is: 30.